This data is from Full USPTO retrosynthesis dataset with 1.9M reactions from patents (1976-2016). The task is: Predict the reactants needed to synthesize the given product. (1) Given the product [F:31][C:32]1([F:37])[CH2:36][CH2:35][N:34]([C:2]2[N:7]=[CH:6][C:5]3[O:8][C:9]4[C:14]([C@@:15]5([CH2:21][CH2:20][O:19][CH2:18][C:17]([NH2:22])=[N:16]5)[C:4]=3[CH:3]=2)=[CH:13][C:12]([C:23]2[C:24]([F:29])=[N:25][CH:26]=[CH:27][CH:28]=2)=[CH:11][CH:10]=4)[CH2:33]1, predict the reactants needed to synthesize it. The reactants are: Cl[C:2]1[N:7]=[CH:6][C:5]2[O:8][C:9]3[C:14]([C@@:15]4([CH2:21][CH2:20][O:19][CH2:18][C:17]([NH2:22])=[N:16]4)[C:4]=2[CH:3]=1)=[CH:13][C:12]([C:23]1[C:24]([F:29])=[N:25][CH:26]=[CH:27][CH:28]=1)=[CH:11][CH:10]=3.Cl.[F:31][C:32]1([F:37])[CH2:36][CH2:35][NH:34][CH2:33]1.C[Si]([N-][Si](C)(C)C)(C)C.[Li+]. (2) Given the product [CH2:1]([O:8][C:9]1[C:17]([O:18][CH2:19][C:20]2[CH:25]=[CH:24][CH:23]=[CH:22][CH:21]=2)=[CH:16][CH:15]=[CH:14][C:10]=1[C:11](=[S:35])[NH2:13])[C:2]1[CH:7]=[CH:6][CH:5]=[CH:4][CH:3]=1, predict the reactants needed to synthesize it. The reactants are: [CH2:1]([O:8][C:9]1[C:17]([O:18][CH2:19][C:20]2[CH:25]=[CH:24][CH:23]=[CH:22][CH:21]=2)=[CH:16][CH:15]=[CH:14][C:10]=1[C:11]([NH2:13])=O)[C:2]1[CH:7]=[CH:6][CH:5]=[CH:4][CH:3]=1.COC1C=CC(P2(SP(C3C=CC(OC)=CC=3)(=S)S2)=[S:35])=CC=1. (3) The reactants are: [C:1]([N:5]1[C:9]([CH2:10][CH2:11][CH:12]=O)=[CH:8][C:7]([CH2:14][CH2:15][CH3:16])=[N:6]1)([CH3:4])([CH3:3])[CH3:2].[F:17][C:18]1[CH:23]=[CH:22][C:21]([CH:24]([C:31]2[CH:36]=[CH:35][C:34]([F:37])=[CH:33][CH:32]=2)[N:25]2[CH2:30][CH2:29][NH:28][CH2:27][CH2:26]2)=[CH:20][CH:19]=1.CCN(C(C)C)C(C)C.[BH-](OC(C)=O)(OC(C)=O)OC(C)=O.[Na+]. Given the product [C:1]([N:5]1[C:9]([CH2:10][CH2:11][CH2:12][N:28]2[CH2:27][CH2:26][N:25]([CH:24]([C:31]3[CH:36]=[CH:35][C:34]([F:37])=[CH:33][CH:32]=3)[C:21]3[CH:20]=[CH:19][C:18]([F:17])=[CH:23][CH:22]=3)[CH2:30][CH2:29]2)=[CH:8][C:7]([CH2:14][CH2:15][CH3:16])=[N:6]1)([CH3:4])([CH3:3])[CH3:2], predict the reactants needed to synthesize it. (4) Given the product [C:7]([C:9]1[C:14](=[O:15])[C:13]([CH2:16][O:17][CH3:18])=[CH:12][N:11]([C:19]2[CH:24]=[CH:23][CH:22]=[C:21]([C:25]([F:26])([F:28])[F:27])[CH:20]=2)[N:10]=1)(=[O:8])[CH3:1], predict the reactants needed to synthesize it. The reactants are: [CH3:1][Mg+].[Br-].CON(C)[C:7]([C:9]1[C:14](=[O:15])[C:13]([CH2:16][O:17][CH3:18])=[CH:12][N:11]([C:19]2[CH:24]=[CH:23][CH:22]=[C:21]([C:25]([F:28])([F:27])[F:26])[CH:20]=2)[N:10]=1)=[O:8]. (5) Given the product [CH2:77]([C:74]1([CH2:75][CH3:76])[O:73][B:72]([OH:79])[C:71]2[CH:80]=[C:67]([CH2:66][NH:65][C:24]([C:21]3[C:20]4[N:16]([CH:17]=[CH:18][CH:19]=4)[C:15]([C:12]4[CH2:11][C:10]([C:4]5[CH:3]=[C:2]([Cl:1])[C:7]([Cl:8])=[C:6]([Cl:9])[CH:5]=5)([C:27]([F:30])([F:29])[F:28])[O:14][N:13]=4)=[CH:23][CH:22]=3)=[O:26])[CH:68]=[CH:69][C:70]1=2)[CH3:78], predict the reactants needed to synthesize it. The reactants are: [Cl:1][C:2]1[CH:3]=[C:4]([C:10]2([C:27]([F:30])([F:29])[F:28])[O:14][N:13]=[C:12]([C:15]3[N:16]4[C:20]([C:21]([C:24]([OH:26])=O)=[CH:22][CH:23]=3)=[CH:19][CH:18]=[CH:17]4)[CH2:11]2)[CH:5]=[C:6]([Cl:9])[C:7]=1[Cl:8].CCN(C(C)C)C(C)C.CN(C(ON1N=NC2C=CC=NC1=2)=[N+](C)C)C.F[P-](F)(F)(F)(F)F.Cl.[NH2:65][CH2:66][C:67]1[CH:68]=[CH:69][C:70]2[C:74]([CH2:77][CH3:78])([CH2:75][CH3:76])[O:73][B:72]([OH:79])[C:71]=2[CH:80]=1. (6) Given the product [OH:18][C@H:19]1[CH2:24][CH2:23][C@@:22]([C@H:26]2[CH2:34][CH2:33][C@@:32]3([CH3:35])[C@@H:28]([CH2:29][CH2:30][C:31]3=[CH2:36])[C@@H:27]2[OH:37])([CH3:25])[C@@H:21]([CH2:38][CH2:39][O:40][C:41]2[N:42]=[CH:43][CH:44]=[CH:45][N:46]=2)[CH2:20]1, predict the reactants needed to synthesize it. The reactants are: [Si]([O:18][C@H:19]1[CH2:24][CH2:23][C@@:22]([C@H:26]2[CH2:34][CH2:33][C@@:32]3([CH3:35])[C@@H:28]([CH2:29][CH2:30][C:31]3=[CH2:36])[C@@H:27]2[OH:37])([CH3:25])[C@@H:21]([CH2:38][CH2:39][O:40][C:41]2[N:46]=[CH:45][CH:44]=[CH:43][N:42]=2)[CH2:20]1)(C(C)(C)C)(C1C=CC=CC=1)C1C=CC=CC=1.CCCC[N+](CCCC)(CCCC)CCCC.[F-].